This data is from Full USPTO retrosynthesis dataset with 1.9M reactions from patents (1976-2016). The task is: Predict the reactants needed to synthesize the given product. (1) Given the product [CH2:13]([N:10]1[C:11]2[CH:12]=[C:4]3[N:3]=[C:2]([NH:1][C:19](=[O:26])[C:20]4[CH:25]=[CH:24][CH:23]=[CH:22][CH:21]=4)[NH:18][C:5]3=[CH:6][C:7]=2[C:8]([CH3:17])([CH3:16])[C:9]1=[O:15])[CH3:14], predict the reactants needed to synthesize it. The reactants are: [NH2:1][C:2]1[NH:18][C:5]2=[CH:6][C:7]3[C:8]([CH3:17])([CH3:16])[C:9](=[O:15])[N:10]([CH2:13][CH3:14])[C:11]=3[CH:12]=[C:4]2[N:3]=1.[C:19](Cl)(=[O:26])[C:20]1[CH:25]=[CH:24][CH:23]=[CH:22][CH:21]=1.O. (2) Given the product [OH:8][C:9]1[CH:10]=[CH:11][C:12]([NH:15][C:16]([C:18]2[NH:19][CH:20]=[CH:21][CH:22]=2)=[O:17])=[CH:13][CH:14]=1, predict the reactants needed to synthesize it. The reactants are: C([O:8][C:9]1[CH:14]=[CH:13][C:12]([NH:15][C:16]([C:18]2[NH:19][CH:20]=[CH:21][CH:22]=2)=[O:17])=[CH:11][CH:10]=1)C1C=CC=CC=1.OC1C=CC(NC(C2C=CC=CN=2)=O)=CC=1. (3) Given the product [O:28]=[C:27]1[C:26]2[C:21](=[CH:22][CH:23]=[CH:24][CH:25]=2)[C:20](=[O:29])[N:19]1[CH2:18][C@@H:17]([NH:16][C:7]([C:5]1[S:6][C:2]([CH3:1])=[C:3]([C:10]2[N:14]([CH3:15])[N:13]=[CH:12][CH:11]=2)[CH:4]=1)=[O:9])[CH2:30][C:31]1[CH:36]=[CH:35][CH:34]=[CH:33][C:32]=1[C:37]([F:39])([F:38])[F:40], predict the reactants needed to synthesize it. The reactants are: [CH3:1][C:2]1[S:6][C:5]([C:7]([OH:9])=O)=[CH:4][C:3]=1[C:10]1[N:14]([CH3:15])[N:13]=[CH:12][CH:11]=1.[NH2:16][C@@H:17]([CH2:30][C:31]1[CH:36]=[CH:35][CH:34]=[CH:33][C:32]=1[C:37]([F:40])([F:39])[F:38])[CH2:18][N:19]1[C:27](=[O:28])[C:26]2[C:21](=[CH:22][CH:23]=[CH:24][CH:25]=2)[C:20]1=[O:29].C1CN([P+](Br)(N2CCCC2)N2CCCC2)CC1.F[P-](F)(F)(F)(F)F.CCN(C(C)C)C(C)C. (4) The reactants are: F[C:2]1[CH:3]=[C:4]([CH:7]=[CH:8][C:9]=1[CH:10]=[O:11])[C:5]#[N:6].[CH3:12][S-:13].[Na+]. Given the product [CH:10]([C:9]1[CH:8]=[CH:7][C:4]([C:5]#[N:6])=[CH:3][C:2]=1[S:13][CH3:12])=[O:11], predict the reactants needed to synthesize it.